This data is from Forward reaction prediction with 1.9M reactions from USPTO patents (1976-2016). The task is: Predict the product of the given reaction. Given the reactants [CH3:1][C:2]1[C:10]2[C:9]([CH2:11][N:12]3[C:16]4[CH:17]=[CH:18][CH:19]=[CH:20][C:15]=4[NH:14][C:13]3=[O:21])=[CH:8][S:7][C:6]=2[CH:5]=[CH:4][CH:3]=1.[CH3:22][O:23][C:24](=[O:30])[C:25]([CH3:29])([CH3:28])[CH2:26]O.C1(P(C2C=CC=CC=2)C2C=CC=CC=2)C=CC=CC=1.N(C(OC(C)C)=O)=NC(OC(C)C)=O, predict the reaction product. The product is: [CH3:22][O:23][C:24](=[O:30])[C:25]([CH3:29])([CH3:28])[CH2:26][N:14]1[C:15]2[CH:20]=[CH:19][CH:18]=[CH:17][C:16]=2[N:12]([CH2:11][C:9]2[C:10]3[C:2]([CH3:1])=[CH:3][CH:4]=[CH:5][C:6]=3[S:7][CH:8]=2)[C:13]1=[O:21].